Dataset: Full USPTO retrosynthesis dataset with 1.9M reactions from patents (1976-2016). Task: Predict the reactants needed to synthesize the given product. (1) The reactants are: [CH3:1][O:2][C:3]1[CH:8]=[C:7]([O:9][CH3:10])[CH:6]=[CH:5][C:4]=1[NH:11][CH2:12][C@@H:13]([NH:16]C(=O)[C@@H](N[C@@H](C1C=CC(Br)=CC=1)C(F)(F)F)CC(F)(C)C)[CH2:14][CH3:15]. Given the product [NH2:16][C@@H:13]([CH2:14][CH3:15])[CH2:12][NH:11][C:4]1[CH:5]=[CH:6][C:7]([O:9][CH3:10])=[CH:8][C:3]=1[O:2][CH3:1], predict the reactants needed to synthesize it. (2) Given the product [CH2:20]([NH:27][C:10]1[C:9]2[C:4](=[CH:5][CH:6]=[CH:7][CH:8]=2)[N:3]=[C:2]([Cl:1])[CH:11]=1)[C:21]1[CH:26]=[CH:25][CH:24]=[CH:23][CH:22]=1, predict the reactants needed to synthesize it. The reactants are: [Cl:1][C:2]1[CH:11]=[C:10](Cl)[C:9]2[C:4](=[CH:5][CH:6]=[CH:7][CH:8]=2)[N:3]=1.C(N(CC)CC)C.[CH2:20]([NH2:27])[C:21]1[CH:26]=[CH:25][CH:24]=[CH:23][CH:22]=1.CCOC(C)=O. (3) Given the product [NH2:1][C:2]1[CH:23]=[CH:22][C:5]2[N:6]([CH:9]([C:16]3[CH:17]=[CH:18][CH:19]=[CH:20][CH:21]=3)[CH2:10][C:11]([OH:13])=[O:12])[CH:7]=[N:8][C:4]=2[CH:3]=1, predict the reactants needed to synthesize it. The reactants are: [NH2:1][C:2]1[CH:23]=[CH:22][C:5]2[N:6]([CH:9]([C:16]3[CH:21]=[CH:20][CH:19]=[CH:18][CH:17]=3)[CH2:10][C:11]([O:13]CC)=[O:12])[CH:7]=[N:8][C:4]=2[CH:3]=1. (4) Given the product [Cl:1][C:2]1[CH:7]=[CH:6][C:5]([S:8]([CH:11]([C:24]2[CH:29]=[C:28]([F:30])[CH:27]=[CH:26][C:25]=2[F:31])[C:12]2[N:17]=[CH:16][C:15]([CH2:18][CH2:19][C:20]([O:22][CH3:23])=[O:21])=[CH:14][CH:13]=2)(=[O:10])=[O:9])=[CH:4][CH:3]=1, predict the reactants needed to synthesize it. The reactants are: [Cl:1][C:2]1[CH:7]=[CH:6][C:5]([S:8]([CH:11]([C:24]2[CH:29]=[C:28]([F:30])[CH:27]=[CH:26][C:25]=2[F:31])[C:12]2[N:17]=[CH:16][C:15]([CH:18]=[CH:19][C:20]([O:22][CH3:23])=[O:21])=[CH:14][CH:13]=2)(=[O:10])=[O:9])=[CH:4][CH:3]=1.